Dataset: Full USPTO retrosynthesis dataset with 1.9M reactions from patents (1976-2016). Task: Predict the reactants needed to synthesize the given product. Given the product [Cl-:38].[C:22]([O:21][C:19]([CH2:18][N:17]1[C:16]2[CH:26]=[CH:27][CH:28]=[CH:29][C:15]=2[N:14]=[C:13]1[S:12][CH2:11][CH2:10][CH2:9][NH2+:8][CH2:30][CH2:31][C:32]1[CH:33]=[CH:34][CH:35]=[CH:36][CH:37]=1)=[O:20])([CH3:25])([CH3:23])[CH3:24], predict the reactants needed to synthesize it. The reactants are: C(OC([N:8]([CH2:30][CH2:31][C:32]1[CH:37]=[CH:36][CH:35]=[CH:34][CH:33]=1)[CH2:9][CH2:10][CH2:11][S:12][C:13]1[N:17]([CH2:18][C:19]([O:21][C:22]([CH3:25])([CH3:24])[CH3:23])=[O:20])[C:16]2[CH:26]=[CH:27][CH:28]=[CH:29][C:15]=2[N:14]=1)=O)(C)(C)C.[ClH:38].